This data is from Forward reaction prediction with 1.9M reactions from USPTO patents (1976-2016). The task is: Predict the product of the given reaction. (1) Given the reactants [CH3:1][S:2]([NH:5][C:6]1[CH:11]=[CH:10][CH:9]=[CH:8][C:7]=1[CH2:12][C:13]#[N:14])(=[O:4])=[O:3], predict the reaction product. The product is: [CH3:1][S:2]([NH:5][C:6]1[CH:11]=[CH:10][CH:9]=[CH:8][C:7]=1[CH2:12][CH2:13][NH2:14])(=[O:4])=[O:3]. (2) Given the reactants O=[C:2]([C:6]1[CH:11]=[CH:10][CH:9]=[CH:8][CH:7]=1)[CH2:3][C:4]#[N:5].[C:12]1([NH:18][NH2:19])[CH:17]=[CH:16][CH:15]=[CH:14][CH:13]=1, predict the reaction product. The product is: [C:12]1([N:18]2[C:4]([NH2:5])=[CH:3][C:2]([C:6]3[CH:11]=[CH:10][CH:9]=[CH:8][CH:7]=3)=[N:19]2)[CH:17]=[CH:16][CH:15]=[CH:14][CH:13]=1. (3) Given the reactants [CH2:1]([N:8]1[CH:16]=[C:15]2[C:10]([CH:11]=[C:12]([B:17]3[O:21][C:20]([CH3:23])([CH3:22])[C:19]([CH3:25])([CH3:24])[O:18]3)[CH:13]=[CH:14]2)=[N:9]1)[C:2]1[CH:7]=[CH:6][CH:5]=[CH:4][CH:3]=1.[Cl:26]N1C(=O)CCC1=O, predict the reaction product. The product is: [CH2:1]([N:8]1[C:16]([Cl:26])=[C:15]2[C:10]([CH:11]=[C:12]([B:17]3[O:18][C:19]([CH3:25])([CH3:24])[C:20]([CH3:23])([CH3:22])[O:21]3)[CH:13]=[CH:14]2)=[N:9]1)[C:2]1[CH:3]=[CH:4][CH:5]=[CH:6][CH:7]=1.